Task: Predict the reactants needed to synthesize the given product.. Dataset: Full USPTO retrosynthesis dataset with 1.9M reactions from patents (1976-2016) (1) Given the product [Mg:36].[CH3:3][N:2]([C:4]1[C:9]2[CH2:10][C@@H:11]3[C:21]([C:22](=[O:23])[C:8]=2[C:7]([OH:33])=[CH:6][CH:5]=1)=[C:20]([OH:24])[C@@:19]1([OH:25])[C@H:13]([C@H:14]([N:30]([CH3:32])[CH3:31])[C:15]([OH:29])=[C:16]([C:26]([NH2:28])=[O:27])[C:17]1=[O:18])[CH2:12]3)[CH3:1], predict the reactants needed to synthesize it. The reactants are: [CH3:1][N:2]([C:4]1[C:9]2[CH2:10][C@@H:11]3[C:21]([C:22](=[O:23])[C:8]=2[C:7]([OH:33])=[CH:6][CH:5]=1)=[C:20]([OH:24])[C@@:19]1([OH:25])[C@H:13]([C@H:14]([N:30]([CH3:32])[CH3:31])[C:15]([OH:29])=[C:16]([C:26]([NH2:28])=[O:27])[C:17]1=[O:18])[CH2:12]3)[CH3:3].Cl.[Cl-].[Mg+2:36].[Cl-]. (2) Given the product [Cl:6][C:7]1[CH:8]=[CH:9][C:10]([N:40]2[CH:44]=[N:43][N:42]=[N:41]2)=[C:11]([C:13]2[CH:21]=[C:20]3[N:16]([C@H:17]([C:22]4[NH:23][C:24]([C:27]5[CH:28]=[C:29]([C:32]([O:34][C:35]([CH3:36])([CH3:37])[CH3:38])=[O:33])[S:30][CH:31]=5)=[C:25]([F:52])[N:26]=4)[CH2:18][CH2:19]3)[C:15](=[O:39])[CH:14]=2)[CH:12]=1, predict the reactants needed to synthesize it. The reactants are: CN(C)C=O.[Cl:6][C:7]1[CH:8]=[CH:9][C:10]([N:40]2[CH:44]=[N:43][N:42]=[N:41]2)=[C:11]([C:13]2[CH:21]=[C:20]3[N:16]([C@H:17]([C:22]4[NH:23][C:24]([C:27]5[CH:28]=[C:29]([C:32]([O:34][C:35]([CH3:38])([CH3:37])[CH3:36])=[O:33])[S:30][CH:31]=5)=[CH:25][N:26]=4)[CH2:18][CH2:19]3)[C:15](=[O:39])[CH:14]=2)[CH:12]=1.C(=O)([O-])[O-].[Na+].[Na+].[B-](F)(F)(F)[F:52].[B-](F)(F)(F)F.C1[N+]2(O)CC[N+](F)(CC2)C1. (3) Given the product [CH3:1][C:2]1[N:29]=[C:5]2[N:6]([CH2:31][CH:32]([OH:37])[C:33]([F:36])([F:35])[F:34])[C:7](=[O:28])[C:8]([CH2:13][C:14]3[CH:19]=[CH:18][C:17]([C:20]4[C:21]([C:26]#[N:27])=[CH:22][CH:23]=[CH:24][CH:25]=4)=[CH:16][CH:15]=3)=[C:9]([CH2:10][CH2:11][CH3:12])[N:4]2[N:3]=1, predict the reactants needed to synthesize it. The reactants are: [CH3:1][C:2]1[N:29]=[C:5]2[NH:6][C:7](=[O:28])[C:8]([CH2:13][C:14]3[CH:19]=[CH:18][C:17]([C:20]4[C:21]([C:26]#[N:27])=[CH:22][CH:23]=[CH:24][CH:25]=4)=[CH:16][CH:15]=3)=[C:9]([CH2:10][CH2:11][CH3:12])[N:4]2[N:3]=1.Br[CH2:31][CH:32]([OH:37])[C:33]([F:36])([F:35])[F:34].C(=O)([O-])[O-].[Cs+].[Cs+].CN(C)C(=O)C. (4) Given the product [NH2:25][C:23]1[N:24]=[C:19]([N:8]2[C:9]3[C:5](=[CH:4][CH:3]=[C:2]([I:1])[CH:10]=3)[C:6]([C:11]([N:13]([CH3:15])[CH3:14])=[O:12])=[N:7]2)[CH:20]=[C:21]([NH:26][CH3:27])[N:22]=1, predict the reactants needed to synthesize it. The reactants are: [I:1][C:2]1[CH:10]=[C:9]2[C:5]([C:6]([C:11]([N:13]([CH3:15])[CH3:14])=[O:12])=[N:7][NH:8]2)=[CH:4][CH:3]=1.[H-].[Na+].Cl[C:19]1[N:24]=[C:23]([NH2:25])[N:22]=[C:21]([NH:26][CH3:27])[CH:20]=1.